From a dataset of NCI-60 drug combinations with 297,098 pairs across 59 cell lines. Regression. Given two drug SMILES strings and cell line genomic features, predict the synergy score measuring deviation from expected non-interaction effect. (1) Synergy scores: CSS=14.9, Synergy_ZIP=5.62, Synergy_Bliss=13.1, Synergy_Loewe=4.62, Synergy_HSA=3.94. Drug 1: C1=CC(=CC=C1C#N)C(C2=CC=C(C=C2)C#N)N3C=NC=N3. Cell line: SK-MEL-2. Drug 2: C1CN(CCN1C(=O)CCBr)C(=O)CCBr. (2) Drug 1: CC1=C2C(C(=O)C3(C(CC4C(C3C(C(C2(C)C)(CC1OC(=O)C(C(C5=CC=CC=C5)NC(=O)OC(C)(C)C)O)O)OC(=O)C6=CC=CC=C6)(CO4)OC(=O)C)O)C)O. Drug 2: C(=O)(N)NO. Cell line: BT-549. Synergy scores: CSS=2.95, Synergy_ZIP=1.93, Synergy_Bliss=5.15, Synergy_Loewe=1.53, Synergy_HSA=1.25. (3) Drug 1: C1=C(C(=O)NC(=O)N1)N(CCCl)CCCl. Drug 2: CCC1(C2=C(COC1=O)C(=O)N3CC4=CC5=C(C=CC(=C5CN(C)C)O)N=C4C3=C2)O.Cl. Cell line: MALME-3M. Synergy scores: CSS=24.2, Synergy_ZIP=-7.09, Synergy_Bliss=0.314, Synergy_Loewe=-4.93, Synergy_HSA=1.82. (4) Drug 1: CCC1=CC2CC(C3=C(CN(C2)C1)C4=CC=CC=C4N3)(C5=C(C=C6C(=C5)C78CCN9C7C(C=CC9)(C(C(C8N6C)(C(=O)OC)O)OC(=O)C)CC)OC)C(=O)OC.C(C(C(=O)O)O)(C(=O)O)O. Drug 2: CC=C1C(=O)NC(C(=O)OC2CC(=O)NC(C(=O)NC(CSSCCC=C2)C(=O)N1)C(C)C)C(C)C. Cell line: KM12. Synergy scores: CSS=85.4, Synergy_ZIP=-3.60, Synergy_Bliss=-4.44, Synergy_Loewe=-2.84, Synergy_HSA=-0.152. (5) Drug 1: CCC1(CC2CC(C3=C(CCN(C2)C1)C4=CC=CC=C4N3)(C5=C(C=C6C(=C5)C78CCN9C7C(C=CC9)(C(C(C8N6C=O)(C(=O)OC)O)OC(=O)C)CC)OC)C(=O)OC)O.OS(=O)(=O)O. Drug 2: CC12CCC3C(C1CCC2OP(=O)(O)O)CCC4=C3C=CC(=C4)OC(=O)N(CCCl)CCCl.[Na+]. Cell line: 786-0. Synergy scores: CSS=2.14, Synergy_ZIP=0.649, Synergy_Bliss=1.63, Synergy_Loewe=0.837, Synergy_HSA=0.850. (6) Drug 1: CCC(=C(C1=CC=CC=C1)C2=CC=C(C=C2)OCCN(C)C)C3=CC=CC=C3.C(C(=O)O)C(CC(=O)O)(C(=O)O)O. Drug 2: CC1=C2C(C(=O)C3(C(CC4C(C3C(C(C2(C)C)(CC1OC(=O)C(C(C5=CC=CC=C5)NC(=O)OC(C)(C)C)O)O)OC(=O)C6=CC=CC=C6)(CO4)OC(=O)C)O)C)O. Cell line: SF-268. Synergy scores: CSS=38.4, Synergy_ZIP=12.3, Synergy_Bliss=16.0, Synergy_Loewe=9.42, Synergy_HSA=11.7.